Dataset: Forward reaction prediction with 1.9M reactions from USPTO patents (1976-2016). Task: Predict the product of the given reaction. (1) The product is: [C:21]([O:24][CH2:25][C:26]1[C:27]([N:41]2[CH2:52][CH2:51][N:50]3[C:43](=[CH:44][C:45]4[CH2:46][C:47]([CH3:54])([CH3:53])[CH2:48][C:49]=43)[C:42]2=[O:55])=[N:28][CH:29]=[CH:30][C:31]=1[C:2]1[CH:3]=[C:4]([NH:10][C:11]2[CH:16]=[CH:15][N:14]=[C:13]([C:17]([OH:20])([CH3:19])[CH3:18])[N:12]=2)[C:5](=[O:9])[N:6]([CH3:8])[CH:7]=1)(=[O:23])[CH3:22]. Given the reactants Br[C:2]1[CH:3]=[C:4]([NH:10][C:11]2[CH:16]=[CH:15][N:14]=[C:13]([C:17]([OH:20])([CH3:19])[CH3:18])[N:12]=2)[C:5](=[O:9])[N:6]([CH3:8])[CH:7]=1.[C:21]([O:24][CH2:25][C:26]1[C:27]([N:41]2[CH2:52][CH2:51][N:50]3[C:43](=[CH:44][C:45]4[CH2:46][C:47]([CH3:54])([CH3:53])[CH2:48][C:49]=43)[C:42]2=[O:55])=[N:28][CH:29]=[CH:30][C:31]=1B1OC(C)(C)C(C)(C)O1)(=[O:23])[CH3:22].[O-]P([O-])([O-])=O.[K+].[K+].[K+].O, predict the reaction product. (2) The product is: [CH3:10][O:11][C:12]1[CH:20]=[C:19]([O:21][CH3:22])[CH:18]=[CH:17][C:13]=1[C:14]([NH:25][C@H:26]1[CH:31]2[CH2:32][CH2:33][N:28]([CH2:29][CH2:30]2)[CH2:27]1)=[O:16]. Given the reactants CCN(C(C)C)C(C)C.[CH3:10][O:11][C:12]1[CH:20]=[C:19]([O:21][CH3:22])[CH:18]=[CH:17][C:13]=1[C:14]([OH:16])=O.Cl.Cl.[NH2:25][C@H:26]1[CH:31]2[CH2:32][CH2:33][N:28]([CH2:29][CH2:30]2)[CH2:27]1.C[NH3+].F[P-](F)(F)(F)(F)F.N1(OC(N(C)C)=[N+](C)C)C2N=CC=CC=2N=N1.F[P-](F)(F)(F)(F)F.[OH-].[Na+], predict the reaction product. (3) Given the reactants [NH:1]([C:3]1[N:4]=[C:5]2[CH:11]=[CH:10][N:9]([S:12]([C:15]3[CH:21]=[CH:20][C:18]([CH3:19])=[CH:17][CH:16]=3)(=[O:14])=[O:13])[C:6]2=[N:7][CH:8]=1)[NH2:2].[CH3:22][C@@H:23]1[CH2:31][C:26]2([O:30][CH2:29][CH2:28][O:27]2)[CH2:25][C@@H:24]1[C:32](O)=[O:33].C(Cl)Cl.CN(C(ON1N=NC2C=CC=NC1=2)=[N+](C)C)C.F[P-](F)(F)(F)(F)F, predict the reaction product. The product is: [CH3:22][C@@H:23]1[CH2:31][C:26]2([O:27][CH2:28][CH2:29][O:30]2)[CH2:25][C@@H:24]1[C:32]([NH:2][NH:1][C:3]1[N:4]=[C:5]2[CH:11]=[CH:10][N:9]([S:12]([C:15]3[CH:21]=[CH:20][C:18]([CH3:19])=[CH:17][CH:16]=3)(=[O:13])=[O:14])[C:6]2=[N:7][CH:8]=1)=[O:33]. (4) Given the reactants [CH:1]1([CH:7]([NH:20][C:21]2[CH:26]=[CH:25][C:24]([C:27]([N:29]([CH3:37])[CH2:30][CH2:31][C:32]([O:34]CC)=[O:33])=[O:28])=[CH:23][CH:22]=2)[C:8]2[O:9][C:10]3[CH:17]=[CH:16][C:15]([O:18][CH3:19])=[CH:14][C:11]=3[C:12]=2[CH3:13])[CH2:6][CH2:5][CH2:4][CH2:3][CH2:2]1.CCCCCC.C(O)C.C(O)C.[OH-].[Na+], predict the reaction product. The product is: [CH:1]1([CH:7]([NH:20][C:21]2[CH:22]=[CH:23][C:24]([C:27]([N:29]([CH3:37])[CH2:30][CH2:31][C:32]([OH:34])=[O:33])=[O:28])=[CH:25][CH:26]=2)[C:8]2[O:9][C:10]3[CH:17]=[CH:16][C:15]([O:18][CH3:19])=[CH:14][C:11]=3[C:12]=2[CH3:13])[CH2:6][CH2:5][CH2:4][CH2:3][CH2:2]1. (5) The product is: [NH2:21][CH2:20][C@H:19]([C:15]1[CH:16]=[CH:17][CH:18]=[C:13]([O:12][C@H:10]([CH3:11])[CH2:9][O:8][CH2:1][C:2]2[CH:3]=[CH:4][CH:5]=[CH:6][CH:7]=2)[CH:14]=1)[OH:24]. Given the reactants [CH2:1]([O:8][CH2:9][C@H:10]([O:12][C:13]1[CH:14]=[C:15]([C@H:19]([OH:24])[CH2:20][N+:21]([O-])=O)[CH:16]=[CH:17][CH:18]=1)[CH3:11])[C:2]1[CH:7]=[CH:6][CH:5]=[CH:4][CH:3]=1.[H][H], predict the reaction product. (6) Given the reactants [NH2:1][C:2]1[C:11]2[N:12]=[C:13]([CH2:25][CH2:26][O:27][CH3:28])[N:14]([CH2:15][CH2:16][CH2:17][CH2:18][NH:19][CH2:20][CH2:21][N:22]([CH3:24])[CH3:23])[C:10]=2[C:9]2[CH:8]=[CH:7][CH:6]=[CH:5][C:4]=2[N:3]=1.[CH:29]([C:31]1[CH:32]=[C:33]([CH:42]=[CH:43][CH:44]=1)[O:34][CH2:35][C:36]([O:38][CH:39]([CH3:41])[CH3:40])=[O:37])=O.C(O)(=O)C.[BH-](OC(C)=O)(OC(C)=O)OC(C)=O.[Na+], predict the reaction product. The product is: [NH2:1][C:2]1[C:11]2[N:12]=[C:13]([CH2:25][CH2:26][O:27][CH3:28])[N:14]([CH2:15][CH2:16][CH2:17][CH2:18][N:19]([CH2:29][C:31]3[CH:32]=[C:33]([CH:42]=[CH:43][CH:44]=3)[O:34][CH2:35][C:36]([O:38][CH:39]([CH3:41])[CH3:40])=[O:37])[CH2:20][CH2:21][N:22]([CH3:24])[CH3:23])[C:10]=2[C:9]2[CH:8]=[CH:7][CH:6]=[CH:5][C:4]=2[N:3]=1. (7) Given the reactants [Br-].[CH3:2][N:3]([CH3:26])[CH2:4][CH2:5][CH2:6][P+](C1C=CC=CC=1)(C1C=CC=CC=1)C1C=CC=CC=1.C([Li])CCC.[F:32][C:33]1[CH:54]=[CH:53][CH:52]=[C:51]([F:55])[C:34]=1[O:35][C:36]1[C:41]([CH:42]=O)=[CH:40][N:39]=[C:38]([NH:44][C:45]2[S:46][CH:47]=[C:48]([CH3:50])[N:49]=2)[CH:37]=1.[NH4+].[Cl-:57], predict the reaction product. The product is: [ClH:57].[ClH:57].[F:32][C:33]1[CH:54]=[CH:53][CH:52]=[C:51]([F:55])[C:34]=1[O:35][C:36]1[C:41]([CH:42]=[CH:6][CH2:5][CH2:4][N:3]([CH3:26])[CH3:2])=[CH:40][N:39]=[C:38]([NH:44][C:45]2[S:46][CH:47]=[C:48]([CH3:50])[N:49]=2)[CH:37]=1.